From a dataset of Catalyst prediction with 721,799 reactions and 888 catalyst types from USPTO. Predict which catalyst facilitates the given reaction. (1) Product: [CH:11]1[C:10]([C:14]([F:15])([F:16])[F:17])=[CH:9][C:8]([Cl:18])=[C:7]([N:6]2[N:5]=[C:4]([C:19]#[N:20])[C:3]([S+:21]([O-:28])[C:22]([F:25])([F:24])[F:23])=[C:2]2[NH2:1])[C:12]=1[Cl:13]. The catalyst class is: 34. Reactant: [NH2:1][C:2]1[N:6]([C:7]2[C:12]([Cl:13])=[CH:11][C:10]([C:14]([F:17])([F:16])[F:15])=[CH:9][C:8]=2[Cl:18])[N:5]=[C:4]([C:19]#[N:20])[C:3]=1[S:21][C:22]([F:25])([F:24])[F:23].OO.[OH:28]S(O)(=O)=O. (2) Reactant: CC(OC([NH:8][C@@H:9]([C:13]([OH:15])=O)[C@@H:10]([CH3:12])[OH:11])=O)(C)C.C(N1CCOCC1)C.C1C=CC2N(O)N=NC=2C=1.C(Cl)CCl.Cl.[CH3:39][CH:40]([O:42][C:43]1[CH:50]=[CH:49][C:48]([C:51]2[O:55][N:54]=[C:53]([C:56]3[CH:66]=[CH:65][C:59]4[CH2:60][CH2:61][NH:62][CH2:63][CH2:64][C:58]=4[CH:57]=3)[N:52]=2)=[CH:47][C:44]=1[C:45]#[N:46])[CH3:41].FC(F)(F)C(O)=O. Product: [NH2:8][C@@H:9]([C:13]([N:62]1[CH2:61][CH2:60][C:59]2[CH:65]=[CH:66][C:56]([C:53]3[N:52]=[C:51]([C:48]4[CH:49]=[CH:50][C:43]([O:42][CH:40]([CH3:41])[CH3:39])=[C:44]([CH:47]=4)[C:45]#[N:46])[O:55][N:54]=3)=[CH:57][C:58]=2[CH2:64][CH2:63]1)=[O:15])[C@@H:10]([CH3:12])[OH:11]. The catalyst class is: 3.